This data is from Catalyst prediction with 721,799 reactions and 888 catalyst types from USPTO. The task is: Predict which catalyst facilitates the given reaction. Reactant: [CH3:1][N:2]([C:4]1[CH:12]=[CH:11][C:7]([CH2:8][CH2:9]O)=[CH:6][CH:5]=1)[CH3:3].C(Br)(Br)(Br)[Br:14].C1(P(C2C=CC=CC=2)C2C=CC=CC=2)C=CC=CC=1. Product: [CH3:1][N:2]([C:4]1[CH:12]=[CH:11][C:7]([CH2:8][CH2:9][Br:14])=[CH:6][CH:5]=1)[CH3:3]. The catalyst class is: 2.